Predict the reaction yield, written as a fraction of the theoretical maximum amount of product (1.0 means a 100% yield; for example, 0.34 means a 34% yield). From a dataset of Reaction yield outcomes from USPTO patents with 853,638 reactions. (1) The reactants are [CH3:1][C:2]1[CH:9]=[CH:8][CH:7]=[CH:6][C:3]=1[C:4]#[N:5].[CH3:10][C:11]1[CH:16]=[CH:15][CH:14]=[CH:13][C:12]=1[Mg]Br. The catalyst is O1CCCC1. The product is [C:2]1([CH3:1])[CH:9]=[CH:8][CH:7]=[CH:6][C:3]=1[C:4]([C:12]1[CH:13]=[CH:14][CH:15]=[CH:16][C:11]=1[CH3:10])=[NH:5]. The yield is 0.970. (2) The reactants are [Cl:1][C:2]1[CH:9]=[CH:8][C:5]([CH:6]=O)=[C:4]([N:10]2[CH2:18][C:17]3[C:12](=[N:13][CH:14]=[CH:15][CH:16]=3)[CH2:11]2)[CH:3]=1.[N:19]1([C:25]([O:27][C:28]([CH3:31])([CH3:30])[CH3:29])=[O:26])[CH2:24][CH2:23][NH:22][CH2:21][CH2:20]1.ClCCl.C(O[BH-](OC(=O)C)OC(=O)C)(=O)C.[Na+]. The catalyst is O. The product is [Cl:1][C:2]1[CH:9]=[CH:8][C:5]([CH2:6][N:22]2[CH2:21][CH2:20][N:19]([C:25]([O:27][C:28]([CH3:31])([CH3:30])[CH3:29])=[O:26])[CH2:24][CH2:23]2)=[C:4]([N:10]2[CH2:18][C:17]3[C:12](=[N:13][CH:14]=[CH:15][CH:16]=3)[CH2:11]2)[CH:3]=1. The yield is 0.790. (3) The reactants are [Cl:1][C:2]1[CH:11]=[C:10]2[C:5]([C:6]([NH:12][CH2:13][CH2:14][C:15]([OH:17])=O)=[CH:7][CH:8]=[N:9]2)=[CH:4][CH:3]=1.C1CN([P+](ON2N=NC3C=CC=CC2=3)(N2CCCC2)N2CCCC2)CC1.F[P-](F)(F)(F)(F)F.CN1CCOCC1.[NH2:58][CH2:59][CH:60]1[O:64][C:63](=[O:65])[N:62]([C:66]2[CH:71]=[CH:70][C:69]([N:72]3[CH2:77][CH2:76][O:75][CH2:74][CH2:73]3)=[C:68]([F:78])[CH:67]=2)[CH2:61]1. The catalyst is CN(C=O)C.C(Cl)(Cl)Cl. The product is [Cl:1][C:2]1[CH:11]=[C:10]2[C:5]([C:6]([NH:12][CH2:13][CH2:14][C:15]([NH:58][CH2:59][C@@H:60]3[O:64][C:63](=[O:65])[N:62]([C:66]4[CH:71]=[CH:70][C:69]([N:72]5[CH2:73][CH2:74][O:75][CH2:76][CH2:77]5)=[C:68]([F:78])[CH:67]=4)[CH2:61]3)=[O:17])=[CH:7][CH:8]=[N:9]2)=[CH:4][CH:3]=1. The yield is 0.240. (4) The reactants are CS(O[CH2:6][CH2:7][N:8]1[CH:12]=[C:11]([C:13]2[CH:18]=[C:17]([C:19]([O:21]C)=[O:20])[CH:16]=[CH:15][N:14]=2)[N:10]=[CH:9]1)(=O)=O.Cl.[F:24][C:25]1([F:33])[CH2:30][CH2:29][CH:28]([CH2:31][NH2:32])[CH2:27][CH2:26]1. No catalyst specified. The product is [F:24][C:25]1([F:33])[CH2:30][CH2:29][CH:28]([CH2:31][NH:32][CH2:6][CH2:7][N:8]2[CH:12]=[C:11]([C:13]3[CH:18]=[C:17]([C:19]([OH:21])=[O:20])[CH:16]=[CH:15][N:14]=3)[N:10]=[CH:9]2)[CH2:27][CH2:26]1. The yield is 0.130. (5) The reactants are [Cl:1][C:2]1[CH:23]=[C:22]([C:24]([F:27])([F:26])[F:25])[CH:21]=[CH:20][C:3]=1[CH2:4][N:5]1[C:9](/[CH:10]=[CH:11]/[C:12](O)=[O:13])=[CH:8][C:7]([O:15][CH2:16][CH2:17][O:18][CH3:19])=[N:6]1.[CH2:28]([S:33]([NH2:36])(=[O:35])=[O:34])[CH2:29][CH2:30][CH2:31][CH3:32].N12CCCN=C1CCCCC2.Cl. The catalyst is CN(C)C=O.O. The product is [Cl:1][C:2]1[CH:23]=[C:22]([C:24]([F:27])([F:25])[F:26])[CH:21]=[CH:20][C:3]=1[CH2:4][N:5]1[C:9](/[CH:10]=[CH:11]/[C:12]([NH:36][S:33]([CH2:28][CH2:29][CH2:30][CH2:31][CH3:32])(=[O:35])=[O:34])=[O:13])=[CH:8][C:7]([O:15][CH2:16][CH2:17][O:18][CH3:19])=[N:6]1. The yield is 0.520.